The task is: Regression. Given two drug SMILES strings and cell line genomic features, predict the synergy score measuring deviation from expected non-interaction effect.. This data is from NCI-60 drug combinations with 297,098 pairs across 59 cell lines. (1) Drug 1: CCC1(CC2CC(C3=C(CCN(C2)C1)C4=CC=CC=C4N3)(C5=C(C=C6C(=C5)C78CCN9C7C(C=CC9)(C(C(C8N6C=O)(C(=O)OC)O)OC(=O)C)CC)OC)C(=O)OC)O.OS(=O)(=O)O. Drug 2: CCC1(C2=C(COC1=O)C(=O)N3CC4=CC5=C(C=CC(=C5CN(C)C)O)N=C4C3=C2)O.Cl. Cell line: SK-OV-3. Synergy scores: CSS=10.5, Synergy_ZIP=-8.81, Synergy_Bliss=-0.298, Synergy_Loewe=-11.5, Synergy_HSA=-2.61. (2) Drug 1: C1CCC(C1)C(CC#N)N2C=C(C=N2)C3=C4C=CNC4=NC=N3. Drug 2: C1CC(=O)NC(=O)C1N2CC3=C(C2=O)C=CC=C3N. Cell line: NCI-H322M. Synergy scores: CSS=-0.0395, Synergy_ZIP=-1.03, Synergy_Bliss=-4.44, Synergy_Loewe=-3.63, Synergy_HSA=-4.44. (3) Drug 1: CC1=C2C(C(=O)C3(C(CC4C(C3C(C(C2(C)C)(CC1OC(=O)C(C(C5=CC=CC=C5)NC(=O)OC(C)(C)C)O)O)OC(=O)C6=CC=CC=C6)(CO4)OC(=O)C)OC)C)OC. Drug 2: CC1=C(C(=O)C2=C(C1=O)N3CC4C(C3(C2COC(=O)N)OC)N4)N. Cell line: OVCAR-5. Synergy scores: CSS=52.5, Synergy_ZIP=-1.98, Synergy_Bliss=-3.44, Synergy_Loewe=0.442, Synergy_HSA=2.23. (4) Drug 1: C1=CC(=CC=C1C#N)C(C2=CC=C(C=C2)C#N)N3C=NC=N3. Drug 2: CCC1=C2CN3C(=CC4=C(C3=O)COC(=O)C4(CC)O)C2=NC5=C1C=C(C=C5)O. Cell line: MOLT-4. Synergy scores: CSS=46.4, Synergy_ZIP=5.42, Synergy_Bliss=4.35, Synergy_Loewe=-60.0, Synergy_HSA=-6.82. (5) Cell line: T-47D. Synergy scores: CSS=21.0, Synergy_ZIP=-6.28, Synergy_Bliss=-1.38, Synergy_Loewe=-3.18, Synergy_HSA=-3.34. Drug 2: C1=NC(=NC(=O)N1C2C(C(C(O2)CO)O)O)N. Drug 1: C1=CC(=CC=C1CCCC(=O)O)N(CCCl)CCCl. (6) Drug 1: CN(C)C1=NC(=NC(=N1)N(C)C)N(C)C. Drug 2: CC(C)CN1C=NC2=C1C3=CC=CC=C3N=C2N. Cell line: IGROV1. Synergy scores: CSS=-1.20, Synergy_ZIP=-0.216, Synergy_Bliss=-2.43, Synergy_Loewe=-2.78, Synergy_HSA=-2.95. (7) Synergy scores: CSS=37.7, Synergy_ZIP=1.56, Synergy_Bliss=0.962, Synergy_Loewe=-47.3, Synergy_HSA=-1.37. Drug 2: CN(CC1=CN=C2C(=N1)C(=NC(=N2)N)N)C3=CC=C(C=C3)C(=O)NC(CCC(=O)O)C(=O)O. Drug 1: CNC(=O)C1=NC=CC(=C1)OC2=CC=C(C=C2)NC(=O)NC3=CC(=C(C=C3)Cl)C(F)(F)F. Cell line: NCI-H322M.